Dataset: Catalyst prediction with 721,799 reactions and 888 catalyst types from USPTO. Task: Predict which catalyst facilitates the given reaction. (1) Reactant: Br[C:2]1[CH:10]=[C:9]2[C:5]([CH:6]=[CH:7][N:8]2[CH2:11][CH2:12][N:13]([CH3:15])[CH3:14])=[CH:4][CH:3]=1.[Li]CCCC.[O:21]1[CH2:26][CH2:25][C:24](=[O:27])[CH2:23][CH2:22]1. Product: [OH:27][C:24]1([C:2]2[CH:10]=[C:9]3[C:5]([CH:6]=[CH:7][N:8]3[CH2:11][CH2:12][N:13]([CH3:15])[CH3:14])=[CH:4][CH:3]=2)[CH2:25][CH2:26][O:21][CH2:22][CH2:23]1. The catalyst class is: 1. (2) Product: [CH:13](=[C:9]1[CH:10]=[CH:11][C:3]2[CH2:2][C:1]([NH:6][C:5](=[O:7])[C:4]=2[CH2:8]1)=[O:12])[C:14]1[CH:19]=[CH:18][CH:17]=[CH:16][CH:15]=1. Reactant: [C:1]1(=[O:12])[NH:6][C:5](=[O:7])[C:4]2=[CH:8][CH:9]=[CH:10][CH:11]=[C:3]2[CH2:2]1.[CH:13](=O)[C:14]1[CH:19]=[CH:18][CH:17]=[CH:16][CH:15]=1.N1CCCCC1.C(O)(=O)C. The catalyst class is: 6.